Dataset: NCI-60 drug combinations with 297,098 pairs across 59 cell lines. Task: Regression. Given two drug SMILES strings and cell line genomic features, predict the synergy score measuring deviation from expected non-interaction effect. (1) Drug 1: C1=NC(=NC(=O)N1C2C(C(C(O2)CO)O)O)N. Drug 2: C1C(C(OC1N2C=NC(=NC2=O)N)CO)O. Cell line: EKVX. Synergy scores: CSS=-1.31, Synergy_ZIP=2.74, Synergy_Bliss=1.65, Synergy_Loewe=-4.08, Synergy_HSA=-3.13. (2) Drug 1: C1=C(C(=O)NC(=O)N1)F. Drug 2: CC(C)CN1C=NC2=C1C3=CC=CC=C3N=C2N. Cell line: SNB-75. Synergy scores: CSS=19.4, Synergy_ZIP=-3.57, Synergy_Bliss=0.126, Synergy_Loewe=-0.844, Synergy_HSA=-0.712. (3) Drug 1: CN(C)N=NC1=C(NC=N1)C(=O)N. Drug 2: CCCS(=O)(=O)NC1=C(C(=C(C=C1)F)C(=O)C2=CNC3=C2C=C(C=N3)C4=CC=C(C=C4)Cl)F. Cell line: MDA-MB-231. Synergy scores: CSS=1.56, Synergy_ZIP=2.78, Synergy_Bliss=4.41, Synergy_Loewe=0.756, Synergy_HSA=0.732.